Task: Predict which catalyst facilitates the given reaction.. Dataset: Catalyst prediction with 721,799 reactions and 888 catalyst types from USPTO (1) Reactant: [C:1]1([CH2:11][CH2:12][S:13](Cl)(=[O:15])=[O:14])[C:10]2[C:5](=[CH:6][CH:7]=[CH:8][CH:9]=2)[CH:4]=[CH:3][CH:2]=1.[NH2:17][CH2:18][CH2:19][CH2:20][O:21][C:22]1[CH:23]=[CH:24][C:25]2[C:26]3[N:35]([CH2:36][CH:37]([CH3:39])[CH3:38])[C:34]([CH2:40][CH2:41][CH3:42])=[N:33][C:27]=3[C:28]([NH2:32])=[N:29][C:30]=2[CH:31]=1.C(N(CC)CC)C.C(=O)([O-])[O-].[Na+].[Na+]. Product: [NH2:32][C:28]1[C:27]2[N:33]=[C:34]([CH2:40][CH2:41][CH3:42])[N:35]([CH2:36][CH:37]([CH3:39])[CH3:38])[C:26]=2[C:25]2[CH:24]=[CH:23][C:22]([O:21][CH2:20][CH2:19][CH2:18][NH:17][S:13]([CH2:12][CH2:11][C:1]3[C:10]4[C:5](=[CH:6][CH:7]=[CH:8][CH:9]=4)[CH:4]=[CH:3][CH:2]=3)(=[O:15])=[O:14])=[CH:31][C:30]=2[N:29]=1. The catalyst class is: 22. (2) Reactant: [CH2:1]([O:5][C:6]1[CH:11]=[CH:10][C:9]([S:12]([N:15]2[CH:21]([C:22]([O:24][C:25]([CH3:28])([CH3:27])[CH3:26])=[O:23])[CH2:20][CH2:19][NH:18][CH2:17][CH2:16]2)(=[O:14])=[O:13])=[CH:8][CH:7]=1)[C:2]#[C:3][CH3:4].C(N(CC)CC)C.[C:36](Cl)(=[O:43])[C:37]1[CH:42]=[CH:41][CH:40]=[CH:39][CH:38]=1.CN(C1C=CC=CN=1)C. Product: [C:36]([N:18]1[CH2:19][CH2:20][CH:21]([C:22]([O:24][C:25]([CH3:28])([CH3:27])[CH3:26])=[O:23])[N:15]([S:12]([C:9]2[CH:10]=[CH:11][C:6]([O:5][CH2:1][C:2]#[C:3][CH3:4])=[CH:7][CH:8]=2)(=[O:14])=[O:13])[CH2:16][CH2:17]1)(=[O:43])[C:37]1[CH:42]=[CH:41][CH:40]=[CH:39][CH:38]=1. The catalyst class is: 4. (3) Reactant: [BH4-].[Na+].[F:3][C:4]([F:22])([F:21])[S:5]([O:8][C:9]1[C:18]([CH:19]=[O:20])=[CH:17][C:16]2[CH2:15][CH2:14][CH2:13][CH2:12][C:11]=2[CH:10]=1)(=[O:7])=[O:6]. Product: [F:21][C:4]([F:3])([F:22])[S:5]([O:8][C:9]1[C:18]([CH2:19][OH:20])=[CH:17][C:16]2[CH2:15][CH2:14][CH2:13][CH2:12][C:11]=2[CH:10]=1)(=[O:6])=[O:7]. The catalyst class is: 88. (4) Reactant: [CH3:1][C@@H:2]1[NH:7][CH2:6][CH2:5][N:4]([S:8]([C:11]2[CH:16]=[CH:15][C:14]([C:17]([F:20])([F:19])[F:18])=[CH:13][CH:12]=2)(=[O:10])=[O:9])[CH2:3]1.C1C=CC2N(O)N=NC=2C=1.O.CN(C(ON1N=NC2C=CC=CC1=2)=[N+](C)C)C.F[P-](F)(F)(F)(F)F.[CH3:56][C:57]1[CH:62]=[CH:61][N:60]=[CH:59][C:58]=1[C:63](O)=[O:64].CCN(C(C)C)C(C)C. Product: [CH3:1][C@H:2]1[CH2:3][N:4]([S:8]([C:11]2[CH:12]=[CH:13][C:14]([C:17]([F:20])([F:18])[F:19])=[CH:15][CH:16]=2)(=[O:9])=[O:10])[CH2:5][CH2:6][N:7]1[C:63]([C:58]1[CH:59]=[N:60][CH:61]=[CH:62][C:57]=1[CH3:56])=[O:64]. The catalyst class is: 85. (5) Reactant: [CH:1]1([CH2:5][O:6][C:7]2[CH:12]=[CH:11][CH:10]=[CH:9][C:8]=2[CH2:13]O)[CH2:4][CH2:3][CH2:2]1.P(Br)(Br)[Br:16].C(=O)(O)[O-].[Na+]. Product: [Br:16][CH2:13][C:8]1[CH:9]=[CH:10][CH:11]=[CH:12][C:7]=1[O:6][CH2:5][CH:1]1[CH2:4][CH2:3][CH2:2]1. The catalyst class is: 2.